From a dataset of Full USPTO retrosynthesis dataset with 1.9M reactions from patents (1976-2016). Predict the reactants needed to synthesize the given product. (1) Given the product [C:34]1([C:2]2[CH:12]=[C:11]([C:13]([O:15][CH2:16][CH3:17])=[O:14])[C:10]([C:18]3[C:31]4[C:32]5=[C:33]6[C:28](=[CH:29][CH:30]=4)[CH:27]=[CH:26][CH:25]=[C:24]6[CH:23]=[CH:22][C:21]5=[CH:20][CH:19]=3)=[CH:9][C:3]=2[C:4]([O:6][CH2:7][CH3:8])=[O:5])[C:43]2[C:38](=[CH:39][CH:40]=[CH:41][CH:42]=2)[CH:37]=[CH:36][CH:35]=1, predict the reactants needed to synthesize it. The reactants are: Cl[C:2]1[CH:12]=[C:11]([C:13]([O:15][CH2:16][CH3:17])=[O:14])[C:10]([C:18]2[C:31]3[C:32]4=[C:33]5[C:28](=[CH:29][CH:30]=3)[CH:27]=[CH:26][CH:25]=[C:24]5[CH:23]=[CH:22][C:21]4=[CH:20][CH:19]=2)=[CH:9][C:3]=1[C:4]([O:6][CH2:7][CH3:8])=[O:5].[C:34]1(B(O)O)[C:43]2[C:38](=[CH:39][CH:40]=[CH:41][CH:42]=2)[CH:37]=[CH:36][CH:35]=1.C([O-])([O-])=O.[Cs+].[Cs+].N#N.C(P(C(C)(C)C)C(C)(C)C)(C)(C)C. (2) Given the product [CH3:1][O:2][C:3](=[O:20])[C:4]1[CH:9]=[C:8]([CH:10]=[O:21])[C:7]([C:12]([F:15])([F:14])[F:13])=[CH:6][C:5]=1[NH:16][C:17](=[O:19])[CH3:18], predict the reactants needed to synthesize it. The reactants are: [CH3:1][O:2][C:3](=[O:20])[C:4]1[CH:9]=[C:8]([CH:10]=C)[C:7]([C:12]([F:15])([F:14])[F:13])=[CH:6][C:5]=1[NH:16][C:17](=[O:19])[CH3:18].[O:21]=[O+][O-].O=O.CSC.C1(P(C2C=CC=CC=2)C2C=CC=CC=2)C=CC=CC=1.